The task is: Regression. Given two drug SMILES strings and cell line genomic features, predict the synergy score measuring deviation from expected non-interaction effect.. This data is from NCI-60 drug combinations with 297,098 pairs across 59 cell lines. (1) Drug 1: C1CCC(CC1)NC(=O)N(CCCl)N=O. Drug 2: CC1=C(C=C(C=C1)C(=O)NC2=CC(=CC(=C2)C(F)(F)F)N3C=C(N=C3)C)NC4=NC=CC(=N4)C5=CN=CC=C5. Cell line: SR. Synergy scores: CSS=62.7, Synergy_ZIP=7.70, Synergy_Bliss=5.83, Synergy_Loewe=5.48, Synergy_HSA=7.30. (2) Cell line: SN12C. Drug 2: C1C(C(OC1N2C=NC(=NC2=O)N)CO)O. Synergy scores: CSS=5.02, Synergy_ZIP=-7.05, Synergy_Bliss=-9.57, Synergy_Loewe=-6.75, Synergy_HSA=-5.04. Drug 1: C1=CN(C=N1)CC(O)(P(=O)(O)O)P(=O)(O)O. (3) Drug 1: CS(=O)(=O)C1=CC(=C(C=C1)C(=O)NC2=CC(=C(C=C2)Cl)C3=CC=CC=N3)Cl. Drug 2: CCC(=C(C1=CC=CC=C1)C2=CC=C(C=C2)OCCN(C)C)C3=CC=CC=C3.C(C(=O)O)C(CC(=O)O)(C(=O)O)O. Cell line: M14. Synergy scores: CSS=0.356, Synergy_ZIP=2.38, Synergy_Bliss=6.00, Synergy_Loewe=2.32, Synergy_HSA=2.32. (4) Drug 1: CC1=C(C(=CC=C1)Cl)NC(=O)C2=CN=C(S2)NC3=CC(=NC(=N3)C)N4CCN(CC4)CCO. Drug 2: C1CN(CCN1C(=O)CCBr)C(=O)CCBr. Cell line: HOP-62. Synergy scores: CSS=22.7, Synergy_ZIP=-7.13, Synergy_Bliss=-2.94, Synergy_Loewe=-14.9, Synergy_HSA=-5.99.